Dataset: Catalyst prediction with 721,799 reactions and 888 catalyst types from USPTO. Task: Predict which catalyst facilitates the given reaction. (1) The catalyst class is: 28. Reactant: [F:1][C:2]1[CH:7]=[C:6]([C:8]2[C:9]3[C:10]4[CH:24]=[CH:23][S:22][C:11]=4[C:12](=[O:21])[NH:13][C:14]=3[C:15]([CH3:20])=[CH:16][C:17]=2[O:18][CH3:19])[CH:5]=[CH:4][C:3]=1[C@@H:25]([CH3:35])[CH2:26][NH:27]C(=O)OC(C)(C)C.[ClH:36]. Product: [ClH:36].[NH2:27][CH2:26][C@@H:25]([C:3]1[CH:4]=[CH:5][C:6]([C:8]2[C:9]3[C:10]4[CH:24]=[CH:23][S:22][C:11]=4[C:12](=[O:21])[NH:13][C:14]=3[C:15]([CH3:20])=[CH:16][C:17]=2[O:18][CH3:19])=[CH:7][C:2]=1[F:1])[CH3:35]. (2) Reactant: [F:1][C:2]([F:13])([F:12])[C:3]([C:8]([F:11])([F:10])[F:9])([OH:7])C([O-])=[O:5].[K+].C(=O)([O-])[O-].[K+].[K+].BrBr. Product: [OH2:5].[F:1][C:2]([F:13])([F:12])[C:3]([C:8]([F:11])([F:10])[F:9])=[O:7]. The catalyst class is: 6. (3) Reactant: Cl.[CH:2]12[NH:9][CH:6]([CH2:7][CH2:8]1)[CH2:5][C:4](=[O:10])[CH2:3]2.C(N(CC)CC)C.[CH2:18]([O:25][C:26](Cl)=[O:27])[C:19]1[CH:24]=[CH:23][CH:22]=[CH:21][CH:20]=1.C(=O)([O-])O.[Na+]. Product: [CH2:18]([O:25][C:26]([N:9]1[CH:6]2[CH2:7][CH2:8][CH:2]1[CH2:3][C:4](=[O:10])[CH2:5]2)=[O:27])[C:19]1[CH:24]=[CH:23][CH:22]=[CH:21][CH:20]=1. The catalyst class is: 22.